Dataset: Reaction yield outcomes from USPTO patents with 853,638 reactions. Task: Predict the reaction yield, written as a fraction of the theoretical maximum amount of product (1.0 means a 100% yield; for example, 0.34 means a 34% yield). (1) The reactants are C(O)(C(F)(F)F)=O.[Cl:8][C:9]1[CH:14]=[CH:13][CH:12]=[C:11]([Cl:15])[C:10]=1[N:16]1[CH:46]=[CH:45][C:19]2[N:20]=[C:21]([NH:24][C:25]3[CH:30]=[CH:29][C:28]([N:31]4[CH2:36][CH2:35][N:34](C(OC(C)(C)C)=O)[CH2:33][CH2:32]4)=[C:27]([F:44])[CH:26]=3)[N:22]=[CH:23][C:18]=2[C:17]1=[O:47]. The catalyst is C(Cl)Cl. The product is [Cl:8][C:9]1[CH:14]=[CH:13][CH:12]=[C:11]([Cl:15])[C:10]=1[N:16]1[CH:46]=[CH:45][C:19]2[N:20]=[C:21]([NH:24][C:25]3[CH:30]=[CH:29][C:28]([N:31]4[CH2:32][CH2:33][NH:34][CH2:35][CH2:36]4)=[C:27]([F:44])[CH:26]=3)[N:22]=[CH:23][C:18]=2[C:17]1=[O:47]. The yield is 0.910. (2) The reactants are [OH:1][C:2]1[CH:11]=[C:10]2[C:5]([C:6]([O:12][C:13]3[C:14]([C:23](=[O:25])[CH3:24])=[N:15][C:16]4[C:21]([CH:22]=3)=[CH:20][CH:19]=[CH:18][CH:17]=4)=[CH:7][CH:8]=[N:9]2)=[CH:4][C:3]=1[O:26][CH3:27].C1(P(C2C=CC=CC=2)C2C=CC=CC=2)C=CC=CC=1.CC1(C)[O:53][CH2:52][CH:51]([CH2:54]O)[CH2:50][O:49]1.CCOC(/N=N/C(OCC)=O)=O.S(=O)(=O)(O)O.[OH-].[Na+]. The catalyst is O1CCCC1.O. The product is [OH:49][CH2:50][CH:51]([CH2:52][OH:53])[CH2:54][O:1][C:2]1[CH:11]=[C:10]2[C:5]([C:6]([O:12][C:13]3[C:14]([C:23](=[O:25])[CH3:24])=[N:15][C:16]4[C:21]([CH:22]=3)=[CH:20][CH:19]=[CH:18][CH:17]=4)=[CH:7][CH:8]=[N:9]2)=[CH:4][C:3]=1[O:26][CH3:27]. The yield is 0.750. (3) The product is [Br:24][CH2:25][C:26]([NH:1][C:2]1[C:16]([Cl:17])=[CH:15][CH:14]=[CH:13][C:3]=1[C:4]([C:6]1[CH:11]=[CH:10][CH:9]=[CH:8][C:7]=1[F:12])=[O:5])=[O:27]. The catalyst is C(Cl)Cl.C(OCC)(=O)C. The reactants are [NH2:1][C:2]1[C:16]([Cl:17])=[CH:15][CH:14]=[CH:13][C:3]=1[C:4]([C:6]1[CH:11]=[CH:10][CH:9]=[CH:8][C:7]=1[F:12])=[O:5].N1C=CC=CC=1.[Br:24][CH2:25][C:26](Br)=[O:27]. The yield is 0.824. (4) The reactants are [Cl:1][C:2]1[CH:7]=[CH:6][C:5]([NH:8][C:9](=[O:14])[C:10]([F:13])([F:12])[F:11])=[CH:4][C:3]=1[F:15].[Li]CCCC.CCCCCC.[B:27](OC(C)C)([O:32]C(C)C)[O:28]C(C)C. The catalyst is C1COCC1. The product is [Cl:1][C:2]1[C:3]([F:15])=[C:4]([B:27]([OH:32])[OH:28])[C:5]([NH:8][C:9](=[O:14])[C:10]([F:12])([F:13])[F:11])=[CH:6][CH:7]=1. The yield is 0.342. (5) The reactants are C([O:3][C:4](=[O:24])[CH2:5][CH2:6][C:7]1[CH:12]=[CH:11][C:10]([S:13][CH2:14][CH2:15][C@H:16]([O:18]S(C)(=O)=O)[CH3:17])=[CH:9][C:8]=1[CH3:23])C.[N:25]1[CH:30]=[CH:29][CH:28]=[N:27][C:26]=1[C:31]1[CH:36]=[C:35]([C:37]([F:40])([F:39])[F:38])[CH:34]=[CH:33][C:32]=1O. No catalyst specified. The product is [CH3:23][C:8]1[CH:9]=[C:10]([S:13][CH2:14][CH2:15][C@@H:16]([O:18][C:32]2[CH:33]=[CH:34][C:35]([C:37]([F:38])([F:39])[F:40])=[CH:36][C:31]=2[C:26]2[N:25]=[CH:30][CH:29]=[CH:28][N:27]=2)[CH3:17])[CH:11]=[CH:12][C:7]=1[CH2:6][CH2:5][C:4]([OH:3])=[O:24]. The yield is 0.560. (6) The reactants are [OH:1][CH:2]1[CH2:7][CH2:6][O:5][C:3]1=[O:4].CS(O[CH2:13][CH2:14][CH2:15][CH2:16][CH2:17][CH2:18][CH2:19][CH2:20]/[CH:21]=[CH:22]\[CH2:23]/[CH:24]=[CH:25]\[CH2:26][CH2:27][CH2:28][CH2:29][CH3:30])(=O)=O.C(=O)([O-])[O-].[Cs+].[Cs+].O. The catalyst is CN(C=O)C. The product is [CH2:13]([O:1][CH:2]1[CH2:7][CH2:6][O:5][C:3]1=[O:4])[CH2:14][CH2:15][CH2:16][CH2:17][CH2:18][CH2:19][CH2:20]/[CH:21]=[CH:22]\[CH2:23]/[CH:24]=[CH:25]\[CH2:26][CH2:27][CH2:28][CH2:29][CH3:30]. The yield is 0.510. (7) The reactants are [CH3:1][O:2][C:3]1[C:12]2[N:11]([CH2:13][C:14]3[CH:19]=[CH:18][C:17]([C:20]([O:22][CH3:23])=[O:21])=[CH:16][CH:15]=3)[C:10](=[O:24])[CH2:9][CH2:8][C:7]=2[C:6]([CH:25]=O)=[CH:5][CH:4]=1.[S:27]1[CH2:31][C:30](=[O:32])[NH:29][C:28]1=[O:33]. The catalyst is C1(C)C=CC=CC=1.N1CCCCC1.C(O)(=O)C. The product is [CH3:1][O:2][C:3]1[CH:4]=[CH:5][C:6]([CH:25]=[C:31]2[S:27][C:28](=[O:33])[NH:29][C:30]2=[O:32])=[C:7]2[C:12]=1[N:11]([CH2:13][C:14]1[CH:19]=[CH:18][C:17]([C:20]([O:22][CH3:23])=[O:21])=[CH:16][CH:15]=1)[C:10](=[O:24])[CH2:9][CH2:8]2. The yield is 0.900. (8) The reactants are [CH3:1][S-:2].[Na+].CS(O[CH2:9][C:10]1[CH:15]=[C:14]([N:16]2[CH2:21][CH2:20][O:19][CH2:18][C@H:17]2[CH3:22])[N:13]=[C:12]([Cl:23])[N:11]=1)(=O)=O.ClC1N=C(N2CCOC[C@H]2C)C=C(CCl)N=1.[I-].[Na+]. The catalyst is CC#N.CCOC(C)=O. The product is [Cl:23][C:12]1[N:13]=[C:14]([N:16]2[CH2:21][CH2:20][O:19][CH2:18][C@H:17]2[CH3:22])[CH:15]=[C:10]([CH2:9][S:2][CH3:1])[N:11]=1. The yield is 0.910.